Dataset: Full USPTO retrosynthesis dataset with 1.9M reactions from patents (1976-2016). Task: Predict the reactants needed to synthesize the given product. (1) Given the product [OH:29][CH2:23][CH2:24][CH2:25][CH2:26][C:27]#[C:28][C:8]1[CH:9]=[C:10]2[C:5](=[CH:6][CH:7]=1)[CH:4]=[C:3]([C:1]#[N:2])[CH:12]=[CH:11]2, predict the reactants needed to synthesize it. The reactants are: [C:1]([C:3]1[CH:4]=[C:5]2[C:10](=[CH:11][CH:12]=1)[CH:9]=[C:8](OS(C1C=CC=CC=1)(=O)=O)[CH:7]=[CH:6]2)#[N:2].[CH2:23]([OH:29])[CH2:24][CH2:25][CH2:26][C:27]#[CH:28]. (2) Given the product [N:39]1[CH:40]=[CH:41][CH:42]=[CH:43][C:38]=1[C:9]1[CH:14]=[N:13][C:12]([N:15]2[C:23]3[C:18](=[CH:19][CH:20]=[C:21]([C:24]([O:26][CH3:27])=[O:25])[CH:22]=3)[C:17]3([CH2:29][CH2:28]3)[CH2:16]2)=[N:11][CH:10]=1, predict the reactants needed to synthesize it. The reactants are: CC1(C)C(C)(C)OB([C:9]2[CH:10]=[N:11][C:12]([N:15]3[C:23]4[C:18](=[CH:19][CH:20]=[C:21]([C:24]([O:26][CH3:27])=[O:25])[CH:22]=4)[C:17]4([CH2:29][CH2:28]4)[CH2:16]3)=[N:13][CH:14]=2)O1.C([O-])([O-])=O.[K+].[K+].Br[C:38]1[CH:43]=[CH:42][CH:41]=[CH:40][N:39]=1. (3) The reactants are: CO[C:3](=[O:31])[C:4]1[CH:9]=[CH:8][C:7]([CH:10]([N:24]2[CH2:29][CH2:28][N:27]([CH3:30])[CH2:26][CH2:25]2)[C:11]([NH:13][C:14]2[CH:23]=[CH:22][C:21]3[C:16](=[CH:17][CH:18]=[CH:19][CH:20]=3)[CH:15]=2)=[O:12])=[N:6][CH:5]=1.[OH-].[Li+].Cl.[C:35]1([NH2:42])[CH:40]=[CH:39][CH:38]=[CH:37][C:36]=1[NH2:41].C(Cl)CCl.C1C=CC2N(O)N=NC=2C=1. Given the product [NH2:41][C:36]1[CH:37]=[CH:38][CH:39]=[CH:40][C:35]=1[NH:42][C:3](=[O:31])[C:4]1[CH:9]=[CH:8][C:7]([CH:10]([N:24]2[CH2:29][CH2:28][N:27]([CH3:30])[CH2:26][CH2:25]2)[C:11]([NH:13][C:14]2[CH:15]=[CH:16][C:21]3[C:22](=[CH:17][CH:18]=[CH:19][CH:20]=3)[CH:23]=2)=[O:12])=[N:6][CH:5]=1, predict the reactants needed to synthesize it. (4) Given the product [CH3:27][O:28][C:29]1[CH:34]=[C:33]([C:35]([F:36])([F:37])[F:38])[CH:32]=[CH:31][C:30]=1[C:2]1[CH:11]=[CH:10][CH:9]=[C:8]2[C:3]=1[CH:4]=[CH:5][C:6]([S:12]([O:15][C:16]1[C:21]([F:22])=[C:20]([F:23])[C:19]([F:24])=[C:18]([F:25])[C:17]=1[F:26])(=[O:13])=[O:14])=[CH:7]2, predict the reactants needed to synthesize it. The reactants are: Br[C:2]1[CH:11]=[CH:10][CH:9]=[C:8]2[C:3]=1[CH:4]=[CH:5][C:6]([S:12]([O:15][C:16]1[C:21]([F:22])=[C:20]([F:23])[C:19]([F:24])=[C:18]([F:25])[C:17]=1[F:26])(=[O:14])=[O:13])=[CH:7]2.[CH3:27][O:28][C:29]1[CH:34]=[C:33]([C:35]([F:38])([F:37])[F:36])[CH:32]=[CH:31][C:30]=1B(O)O.P([O-])([O-])([O-])=O.[K+].[K+].[K+]. (5) Given the product [Br:3][CH2:4][CH2:5][C:6]1[CH:7]=[CH:8][C:9]([C:30]([OH:33])=[O:31])=[CH:10][CH:11]=1, predict the reactants needed to synthesize it. The reactants are: FF.[Br:3][CH2:4][CH2:5][C:6]1[C:7](C(O)=O)=[CH:8][CH:9]=[CH:10][CH:11]=1.C1CCC(N=C=NC2CCCCC2)CC1.[C:30]([O-:33])([O-])=[O:31].[K+].[K+].N(CCN)=[N+]=[N-]. (6) Given the product [N:7]1([C:13]2[CH:14]=[C:1]([CH:19]=[C:20]([N+:22]([O-:24])=[O:23])[CH:21]=2)[C:2]([Cl:4])=[O:3])[CH2:8][CH2:9][O:10][CH2:11][CH2:12]1, predict the reactants needed to synthesize it. The reactants are: [C:1](Cl)(=O)[C:2]([Cl:4])=[O:3].[N:7]1([C:13]2[CH:14]=C([CH:19]=[C:20]([N+:22]([O-:24])=[O:23])[CH:21]=2)C(O)=O)[CH2:12][CH2:11][O:10][CH2:9][CH2:8]1. (7) Given the product [OH:5][C:2]([CH3:6])([CH3:1])[C:3]([NH2:4])=[O:8].[S:7]([OH:11])([OH:10])(=[O:9])=[O:8].[OH:5][C:2]([CH3:6])([CH3:1])[C:3]([NH2:4])=[O:8], predict the reactants needed to synthesize it. The reactants are: [CH3:1][C:2]([CH3:6])([OH:5])[C:3]#[N:4].[S:7](=[O:11])(=[O:10])([OH:9])[OH:8].